Regression/Classification. Given a drug SMILES string, predict its absorption, distribution, metabolism, or excretion properties. Task type varies by dataset: regression for continuous measurements (e.g., permeability, clearance, half-life) or binary classification for categorical outcomes (e.g., BBB penetration, CYP inhibition). Dataset: cyp2d6_veith. From a dataset of CYP2D6 inhibition data for predicting drug metabolism from PubChem BioAssay. (1) The result is 0 (non-inhibitor). The compound is CCN1CCN(Cc2ccc(NC(=O)Nc3cccs3)cc2)CC1. (2) The molecule is COc1ccc2c(c1)CN([C@H](C)[C@@H]1CC[C@@H]3[C@H]4CC[C@H]5C[C@@H](O)CC[C@@]5(C)[C@H]4CC[C@]31C)CO2. The result is 1 (inhibitor). (3) The compound is CC[C@H](C)C(=O)O[C@@H]1C[C@H](C)C=C2C=C[C@H](C)[C@@H](CC[C@H]3C[C@@H](O)CC(=O)O3)[C@H]21. The result is 0 (non-inhibitor). (4) The molecule is CNC(=O)[C@@H]1O[C@@H](n2cnc3c(N)ncnc32)[C@@H](O)[C@H]1O. The result is 0 (non-inhibitor). (5) The drug is O=C(CSc1nnc(Cn2nnc3ccccc32)o1)Nc1cccc(Cl)c1. The result is 1 (inhibitor). (6) The molecule is COCC(=O)Oc1c(S(=O)(=O)c2ccc(C)cc2)c(C)nn1-c1ccccc1. The result is 0 (non-inhibitor). (7) The molecule is Cc1cc(C(=O)CSC(=S)SC(C)(C)C)ccc1Cl. The result is 0 (non-inhibitor).